Task: Regression. Given two drug SMILES strings and cell line genomic features, predict the synergy score measuring deviation from expected non-interaction effect.. Dataset: NCI-60 drug combinations with 297,098 pairs across 59 cell lines (1) Drug 1: C1C(C(OC1N2C=NC3=C(N=C(N=C32)Cl)N)CO)O. Drug 2: C1CNP(=O)(OC1)N(CCCl)CCCl. Cell line: HL-60(TB). Synergy scores: CSS=61.4, Synergy_ZIP=20.4, Synergy_Bliss=15.0, Synergy_Loewe=-52.9, Synergy_HSA=7.48. (2) Drug 1: CC(CN1CC(=O)NC(=O)C1)N2CC(=O)NC(=O)C2. Drug 2: CC1=CC=C(C=C1)C2=CC(=NN2C3=CC=C(C=C3)S(=O)(=O)N)C(F)(F)F. Cell line: SF-268. Synergy scores: CSS=2.51, Synergy_ZIP=-3.96, Synergy_Bliss=-2.89, Synergy_Loewe=-5.16, Synergy_HSA=-3.47.